From a dataset of Forward reaction prediction with 1.9M reactions from USPTO patents (1976-2016). Predict the product of the given reaction. (1) The product is: [Cl:12][C:6]1[CH:7]=[C:8]([Cl:11])[CH:9]=[CH:10][C:5]=1[C:3]1[N:30]=[C:28]([NH:27][C:17]2[CH:18]=[CH:19][C:20]([N:21]3[CH:25]=[C:24]([CH3:26])[N:23]=[CH:22]3)=[C:15]([O:14][CH3:13])[CH:16]=2)[S:29][CH:2]=1. Given the reactants Br[CH2:2][C:3]([C:5]1[CH:10]=[CH:9][C:8]([Cl:11])=[CH:7][C:6]=1[Cl:12])=O.[CH3:13][O:14][C:15]1[CH:16]=[C:17]([NH:27][C:28]([NH2:30])=[S:29])[CH:18]=[CH:19][C:20]=1[N:21]1[CH:25]=[C:24]([CH3:26])[N:23]=[CH:22]1, predict the reaction product. (2) Given the reactants [C:1]([NH:5][C:6]([C:8]1[C:16]2[C:11](=[N:12][CH:13]=[C:14](N3C4C(=CC(OC(F)F)=CC=4)C=N3)[N:15]=2)[N:10](COCC[Si](C)(C)C)[CH:9]=1)=[O:7])([CH3:4])([CH3:3])[CH3:2].FC(F)(F)C(O)=O, predict the reaction product. The product is: [C:1]([NH:5][C:6]([C:8]1[C:16]2[C:11](=[N:12][CH:13]=[CH:14][N:15]=2)[NH:10][CH:9]=1)=[O:7])([CH3:4])([CH3:2])[CH3:3].